Dataset: Forward reaction prediction with 1.9M reactions from USPTO patents (1976-2016). Task: Predict the product of the given reaction. (1) Given the reactants [F:1][C:2]1[CH:10]=[CH:9][C:5]([C:6](O)=[O:7])=[CH:4][C:3]=1[NH:11][C:12]([C:14]1[N:18]2[CH:19]=[CH:20][C:21]([C:23]3[CH:24]=[N:25][N:26]([CH3:28])[CH:27]=3)=[CH:22][C:17]2=[N:16][CH:15]=1)=[O:13].[CH3:29][C:30]1([CH3:38])[CH2:34][CH2:33][CH2:32][N:31]1[CH2:35][CH2:36][NH2:37].C(N(CC)CC)C.C(P1(=O)OP(CCC)(=O)OP(CCC)(=O)O1)CC, predict the reaction product. The product is: [CH3:29][C:30]1([CH3:38])[CH2:34][CH2:33][CH2:32][N:31]1[CH2:35][CH2:36][NH:37][C:6]([C:5]1[CH:9]=[CH:10][C:2]([F:1])=[C:3]([NH:11][C:12]([C:14]2[N:18]3[CH:19]=[CH:20][C:21]([C:23]4[CH:24]=[N:25][N:26]([CH3:28])[CH:27]=4)=[CH:22][C:17]3=[N:16][CH:15]=2)=[O:13])[CH:4]=1)=[O:7]. (2) Given the reactants O[C:2]1([C:15]2[CH:20]=[CH:19][CH:18]=[CH:17][C:16]=2[C:21]([F:24])([F:23])[F:22])[CH2:7][CH2:6][N:5]([C:8]([O:10][C:11]([CH3:14])([CH3:13])[CH3:12])=[O:9])[CH2:4][CH2:3]1.S(Cl)(Cl)=O, predict the reaction product. The product is: [C:11]([O:10][C:8]([N:5]1[CH2:4][CH:3]=[C:2]([C:15]2[CH:20]=[CH:19][CH:18]=[CH:17][C:16]=2[C:21]([F:24])([F:22])[F:23])[CH2:7][CH2:6]1)=[O:9])([CH3:14])([CH3:12])[CH3:13].